This data is from Full USPTO retrosynthesis dataset with 1.9M reactions from patents (1976-2016). The task is: Predict the reactants needed to synthesize the given product. (1) The reactants are: [CH2:1]([O:3][C:4](=[O:19])[C:5]1[CH:10]=[C:9]([O:11][C:12]([F:15])([F:14])[F:13])[C:8](Br)=[C:7]([F:17])[C:6]=1[NH2:18])[CH3:2].[C:20]([O:24][C:25]([N:27]1[CH2:32][CH2:31][N:30]([CH2:33]C2C=C(N)C(C(OCC)=O)=CC=2C(F)(F)F)[CH2:29][CH2:28]1)=[O:26])([CH3:23])([CH3:22])[CH3:21]. Given the product [C:20]([O:24][C:25]([N:27]1[CH2:32][CH2:31][N:30]([CH2:33][C:8]2[C:9]([O:11][C:12]([F:15])([F:14])[F:13])=[CH:10][C:5]([C:4]([O:3][CH2:1][CH3:2])=[O:19])=[C:6]([NH2:18])[C:7]=2[F:17])[CH2:29][CH2:28]1)=[O:26])([CH3:23])([CH3:22])[CH3:21], predict the reactants needed to synthesize it. (2) Given the product [C:17]([C:16]1[CH:19]=[CH:20][CH:21]=[CH:22][C:15]=1[O:1][C:2]1[CH:3]=[N:4][C:5]2[C:10]([CH:11]=1)=[CH:9][CH:8]=[CH:7][CH:6]=2)#[N:18], predict the reactants needed to synthesize it. The reactants are: [OH:1][C:2]1[CH:3]=[N:4][C:5]2[C:10]([CH:11]=1)=[CH:9][CH:8]=[CH:7][CH:6]=2.[H-].[Na+].F[C:15]1[CH:22]=[CH:21][CH:20]=[CH:19][C:16]=1[C:17]#[N:18]. (3) Given the product [CH:42]1[C:43]2[CH:44]=[C:31]([C:22]3[C:23]4[C:28](=[CH:27][CH:26]=[CH:25][CH:24]=4)[CH:29]=[CH:13][C:12]=3[CH2:11][CH:5]([CH2:4][CH2:15][CH3:16])[C:6]([OH:8])=[O:7])[C:32]3[C:37](=[CH:36][CH:35]=[CH:34][CH:33]=3)[C:38]=2[CH:39]=[CH:40][CH:41]=1, predict the reactants needed to synthesize it. The reactants are: C(O[C:4](=O)[CH:5]([CH2:11][CH2:12][CH3:13])[C:6]([O:8]CC)=[O:7])C.[CH3:15][CH2:16][O-].[Na+].BrCC1C=[CH:29][C:28]2[C:23](=[CH:24][CH:25]=[CH:26][CH:27]=2)[C:22]=1[C:31]1[C:32]2[C:37]([C:38]3[CH:39]=[CH:40][CH:41]=[CH:42][C:43]=3[CH:44]=1)=[CH:36][CH:35]=[CH:34][CH:33]=2.C1(C)C=CC=CC=1. (4) Given the product [CH3:1][C:2]1[O:6][N:5]=[CH:4][C:3]=1[C:7]([N:11]1[CH2:16][CH2:15][CH2:14][CH:13]([C:17]2[N:21]=[C:20]([C:22]3[CH:27]=[CH:26][N:25]=[CH:24][CH:23]=3)[O:19][N:18]=2)[CH2:12]1)=[O:9], predict the reactants needed to synthesize it. The reactants are: [CH3:1][C:2]1[O:6][N:5]=[CH:4][C:3]=1[C:7]([OH:9])=O.Cl.[NH:11]1[CH2:16][CH2:15][CH2:14][CH:13]([C:17]2[N:21]=[C:20]([C:22]3[CH:27]=[CH:26][N:25]=[CH:24][CH:23]=3)[O:19][N:18]=2)[CH2:12]1. (5) Given the product [Cl:1][C:2]1[CH:3]=[C:4]2[C:9](=[CH:10][C:11]=1[O:12][C:13]1[CH:18]=[CH:17][C:16]([C:19](=[O:32])[NH:20][CH2:21][CH2:22][C:23]3[CH:28]=[CH:27][C:26]([Cl:29])=[CH:25][C:24]=3[O:30][CH3:31])=[CH:15][CH:14]=1)[O:8][CH2:7][CH2:6][CH:5]2[C:33]([OH:35])=[O:34], predict the reactants needed to synthesize it. The reactants are: [Cl:1][C:2]1[CH:3]=[C:4]2[C:9](=[CH:10][C:11]=1[O:12][C:13]1[CH:18]=[CH:17][C:16]([C:19](=[O:32])[NH:20][CH2:21][CH2:22][C:23]3[CH:28]=[CH:27][C:26]([Cl:29])=[CH:25][C:24]=3[O:30][CH3:31])=[CH:15][CH:14]=1)[O:8][CH2:7][CH2:6][CH:5]2[C:33]([O:35]CC)=[O:34].[OH-].[Na+]. (6) Given the product [CH2:50]([N:47]1[CH2:48][CH2:49][C:44]2[C:43]([C:53]([NH2:55])=[O:54])=[C:42]([NH:41][C:20]([NH:17][C:7]3[CH:6]=[CH:5][C:4]4[C:9](=[CH:10][CH:11]=[C:2]([F:1])[CH:3]=4)[CH:8]=3)=[O:23])[S:52][C:45]=2[CH2:46]1)[CH3:51], predict the reactants needed to synthesize it. The reactants are: [F:1][C:2]1[CH:3]=[C:4]2[C:9](=[CH:10][CH:11]=1)[CH:8]=[C:7](C(O)=O)[CH:6]=[CH:5]2.C([N:17]([CH2:20]C)CC)C.P(N=[N+]=[N-])(=O)(OC1C=CC=CC=1)[O:23]C1C=CC=CC=1.[NH2:41][C:42]1[S:52][C:45]2[CH2:46][N:47]([CH2:50][CH3:51])[CH2:48][CH2:49][C:44]=2[C:43]=1[C:53]([NH2:55])=[O:54]. (7) The reactants are: CCO[C:4]([NH:6][C:7]1C=CC(NCC2C=CC(F)=CC=2)=CC=1N)=[O:5].[CH3:23]C1(C)C2[C:45](=C(P(C3C=CC=CC=3)C3C=CC=CC=3)C=CC=2)[O:44]C2C(P(C3C=CC=CC=3)C3C=CC=CC=3)=CC=CC1=2.C1(P(C2C=CC=CC=2)C2C3OC4C(=CC=CC=4P(C4C=CC=CC=4)C4C=CC=CC=4)C(C)(C)C=3C=CC=2)C=CC=CC=1. Given the product [CH3:23][N:6]([CH:4]=[O:5])[CH3:7].[CH3:4][N:6]([CH3:7])[CH:45]=[O:44], predict the reactants needed to synthesize it.